This data is from Reaction yield outcomes from USPTO patents with 853,638 reactions. The task is: Predict the reaction yield, written as a fraction of the theoretical maximum amount of product (1.0 means a 100% yield; for example, 0.34 means a 34% yield). (1) The reactants are [CH3:1][C:2]1([CH3:11])[CH:4]2[CH:5]3[O:7][C:6]3([CH3:10])[CH2:8][CH2:9][CH:3]12.O.C(O)(=[O:15])C. The catalyst is CCCCCCC. The product is [C:6]1([OH:7])([CH3:10])[CH2:8][CH2:9][CH:3]([C:2]([OH:15])([CH3:11])[CH3:1])[CH:4]=[CH:5]1. The yield is 0.640. (2) The reactants are [N+:1]([C:4]1[CH:34]=[CH:33][C:7]([O:8][C:9]2[CH:14]=[CH:13][N:12]=[C:11]3[CH:15]=[C:16]([C:18]4[CH:32]=[CH:31][C:21]([O:22][CH2:23][CH2:24][N:25]5[CH2:30][CH2:29][O:28][CH2:27][CH2:26]5)=[CH:20][CH:19]=4)[S:17][C:10]=23)=[CH:6][CH:5]=1)([O-])=O.CN1C2N=CN=C(OC3C=CC(NC(NC(=O)CC4C=CC=CC=4)=S)=CC=3F)C=2C=C1. No catalyst specified. The product is [O:28]1[CH2:29][CH2:30][N:25]([CH2:24][CH2:23][O:22][C:21]2[CH:31]=[CH:32][C:18]([C:16]3[S:17][C:10]4[C:11](=[N:12][CH:13]=[CH:14][C:9]=4[O:8][C:7]4[CH:6]=[CH:5][C:4]([NH2:1])=[CH:34][CH:33]=4)[CH:15]=3)=[CH:19][CH:20]=2)[CH2:26][CH2:27]1. The yield is 0.690. (3) The reactants are Cl.[OH:2][CH2:3][CH2:4][O:5][NH:6][C:7]([C:9]1[C:10]([NH:24][C:25]2[CH:30]=[CH:29][C:28]([Br:31])=[CH:27][C:26]=2[F:32])=[CH:11][C:12](=[O:23])[N:13]2[C:17]=1[CH:16]1[O:18]C(C)(C)[O:20][CH:15]1[CH2:14]2)=[O:8]. The catalyst is CO. The product is [OH:2][CH2:3][CH2:4][O:5][NH:6][C:7]([C:9]1[C:10]([NH:24][C:25]2[CH:30]=[CH:29][C:28]([Br:31])=[CH:27][C:26]=2[F:32])=[CH:11][C:12](=[O:23])[N:13]2[C:17]=1[CH:16]([OH:18])[CH:15]([OH:20])[CH2:14]2)=[O:8]. The yield is 0.613. (4) The reactants are [I:1]C.[CH3:3][NH:4][C@:5]12[C@H:13]3[CH2:14][C@H:10]([CH2:11][CH2:12]3)[C@H:9]1[CH2:8][CH2:7][CH2:6]2.[CH3:15]COCC. The catalyst is C(#N)C. The product is [IH:1].[CH3:3][N:4]([CH3:15])[C@:5]12[C@H:13]3[CH2:14][C@H:10]([CH2:11][CH2:12]3)[C@H:9]1[CH2:8][CH2:7][CH2:6]2. The yield is 0.900. (5) The reactants are [Cl-].O[NH3+:3].[C:4](=[O:7])([O-])[OH:5].[Na+].CS(C)=O.[OH:13][C:14]([CH3:52])([CH3:51])[CH2:15][O:16][CH:17]1[CH2:22][CH2:21][CH:20]([N:23]2[C:28](=[O:29])[C:27]([CH2:30][C:31]3[CH:36]=[CH:35][C:34]([C:37]4[C:38]([C:43]#[N:44])=[CH:39][CH:40]=[CH:41][CH:42]=4)=[CH:33][CH:32]=3)=[C:26]([CH2:45][CH2:46][CH3:47])[N:25]3[N:48]=[CH:49][N:50]=[C:24]23)[CH2:19][CH2:18]1. The catalyst is C(OCC)(=O)C. The product is [OH:13][C:14]([CH3:51])([CH3:52])[CH2:15][O:16][C@@H:17]1[CH2:22][CH2:21][C@H:20]([N:23]2[C:28](=[O:29])[C:27]([CH2:30][C:31]3[CH:36]=[CH:35][C:34]([C:37]4[CH:42]=[CH:41][CH:40]=[CH:39][C:38]=4[C:43]4[NH:3][C:4](=[O:7])[O:5][N:44]=4)=[CH:33][CH:32]=3)=[C:26]([CH2:45][CH2:46][CH3:47])[N:25]3[N:48]=[CH:49][N:50]=[C:24]23)[CH2:19][CH2:18]1. The yield is 0.460. (6) The reactants are [C:1]([O:7][C:8]([CH3:11])([CH3:10])[CH3:9])(=[O:6])[CH2:2][C:3]([CH3:5])=O.[F:12][C:13]1[CH:14]=[C:15]([CH:18]=[CH:19][CH:20]=1)[CH:16]=O.[NH4+:21].[OH-:22]. The catalyst is CCO.C(Cl)Cl. The product is [F:12][C:13]1[CH:14]=[C:15]([CH:16]2[C:2]([C:1]([O:7][C:8]([CH3:11])([CH3:10])[CH3:9])=[O:6])=[C:3]([CH3:5])[NH:21][C:3]([CH3:5])=[C:2]2[C:1]([O:7][C:8]([CH3:11])([CH3:10])[CH3:9])=[O:22])[CH:18]=[CH:19][CH:20]=1. The yield is 0.210.